Task: Predict the reaction yield, written as a fraction of the theoretical maximum amount of product (1.0 means a 100% yield; for example, 0.34 means a 34% yield).. Dataset: Reaction yield outcomes from USPTO patents with 853,638 reactions (1) The reactants are [C:1]([O:5][C:6]([NH:8][C@H:9]([CH2:27][C:28]1[CH:33]=[CH:32][CH:31]=[CH:30][CH:29]=1)[CH2:10][NH:11][C:12](=[O:26])[C@H:13]([NH:15]C(=O)OCC1C=CC=CC=1)[CH3:14])=[O:7])([CH3:4])(C)C.Cl. The catalyst is O1CCOCC1. The product is [CH2:1]([O:5][C:6](=[O:7])[NH:8][C@H:9]([CH2:27][C:28]1[CH:29]=[CH:30][CH:31]=[CH:32][CH:33]=1)[CH2:10][NH:11][C:12](=[O:26])[C@@H:13]([CH3:14])[NH2:15])[C:4]1[CH:29]=[CH:28][CH:27]=[CH:9][CH:10]=1. The yield is 0.630. (2) The reactants are [C:1]([C:3]1[C:4]([N:10]=[CH:11][N:12](C)C)=[N:5][C:6]([CH3:9])=[CH:7][CH:8]=1)#[N:2].N[C:16]1[CH:21]=[C:20]([CH3:22])[CH:19]=[CH:18][C:17]=1[S:23][C:24]1[CH:29]=[CH:28][C:27]([OH:30])=[CH:26][CH:25]=1.CO. The catalyst is C(O)(=O)C. The product is [CH3:22][C:20]1[CH:19]=[CH:18][C:17]([S:23][C:24]2[CH:29]=[CH:28][C:27]([OH:30])=[CH:26][CH:25]=2)=[C:16]([NH:2][C:1]2[C:3]3[CH:8]=[CH:7][C:6]([CH3:9])=[N:5][C:4]=3[N:10]=[CH:11][N:12]=2)[CH:21]=1. The yield is 0.560. (3) The reactants are [CH2:1]([C:9]1[CH:15]=[CH:14][C:12](N)=[CH:11][CH:10]=1)[C:2]1[CH:8]=[CH:7][C:5]([NH2:6])=[CH:4][CH:3]=1.C(OC([O:26][C:27]([CH3:30])([CH3:29])[CH3:28])=O)([O:26][C:27]([CH3:30])([CH3:29])[CH3:28])=O.C([NH:39][C:40]1C=CC=CC=1)NC1C=CC=CC=1.C1C[O:49]CC1. The catalyst is CCOCC. The product is [C:27]([O:26][NH:39][C:40]([C:12]1[CH:14]=[CH:15][C:9]([CH2:1][C:2]2[CH:8]=[CH:7][C:5]([NH2:6])=[CH:4][CH:3]=2)=[CH:10][CH:11]=1)=[O:49])([CH3:28])([CH3:29])[CH3:30]. The yield is 0.460.